Dataset: Forward reaction prediction with 1.9M reactions from USPTO patents (1976-2016). Task: Predict the product of the given reaction. Given the reactants [C:1]([O:5][C:6]([N:8]1[CH2:12][C@H:11]([OH:13])[CH2:10][C@H:9]1[C:14]([OH:16])=O)=[O:7])([CH3:4])([CH3:3])[CH3:2].[CH:17]1[CH:22]=NC2N(O)N=[N:25][C:19]=2[CH:18]=1.C1(N)CCC1.C([O-])(O)=O.[Na+], predict the reaction product. The product is: [C:1]([O:5][C:6]([N:8]1[CH2:12][C@H:11]([OH:13])[CH2:10][C@H:9]1[C:14](=[O:16])[NH:25][CH:19]1[CH2:18][CH2:17][CH2:22]1)=[O:7])([CH3:2])([CH3:3])[CH3:4].